This data is from Reaction yield outcomes from USPTO patents with 853,638 reactions. The task is: Predict the reaction yield, written as a fraction of the theoretical maximum amount of product (1.0 means a 100% yield; for example, 0.34 means a 34% yield). (1) The reactants are O[CH2:2][C:3]1([CH2:16][CH:17]=[CH2:18])[CH2:8][CH2:7][N:6]([C:9]([O:11][C:12]([CH3:15])([CH3:14])[CH3:13])=[O:10])[CH2:5][CH2:4]1.[CH2:19]([N:21](CC)CC)C.CS(Cl)(=O)=O.[C-]#N.[K+]. The catalyst is C1COCC1.C(OCC)(=O)C.CN(C=O)C. The product is [C:19]([CH2:2][C:3]1([CH2:16][CH:17]=[CH2:18])[CH2:8][CH2:7][N:6]([C:9]([O:11][C:12]([CH3:15])([CH3:14])[CH3:13])=[O:10])[CH2:5][CH2:4]1)#[N:21]. The yield is 0.590. (2) The reactants are [CH2:1]([O:3][C:4]([C:6]1[O:7][C:8]2[CH:15]=[CH:14][CH:13]=[C:12]([NH:16][S:17]([CH3:20])(=[O:19])=[O:18])[C:9]=2[C:10]=1[CH3:11])=[O:5])[CH3:2].[C:21]([O-])([O-])=O.[K+].[K+].IC. The catalyst is CN(C=O)C. The product is [CH2:1]([O:3][C:4]([C:6]1[O:7][C:8]2[CH:15]=[CH:14][CH:13]=[C:12]([N:16]([S:17]([CH3:20])(=[O:18])=[O:19])[CH3:21])[C:9]=2[C:10]=1[CH3:11])=[O:5])[CH3:2]. The yield is 1.00. (3) The reactants are Cl[C:2]1[C:11]2[C:6](=[CH:7][CH:8]=[C:9]([O:12][CH2:13][CH2:14][CH3:15])[CH:10]=2)[N:5]=[C:4]([C:16]2[CH:17]=[N:18][CH:19]=[CH:20][CH:21]=2)[N:3]=1.[NH2:22][C:23]1[CH:31]=[CH:30][CH:29]=[CH:28][C:24]=1[C:25]([NH2:27])=[O:26]. The catalyst is CC(O)C. The product is [CH2:13]([O:12][C:9]1[CH:10]=[C:11]2[C:6](=[CH:7][CH:8]=1)[N:5]=[C:4]([C:16]1[CH:17]=[N:18][CH:19]=[CH:20][CH:21]=1)[N:3]=[C:2]2[NH:22][C:23]1[CH:31]=[CH:30][CH:29]=[CH:28][C:24]=1[C:25]([NH2:27])=[O:26])[CH2:14][CH3:15]. The yield is 0.308. (4) The reactants are Br[CH2:2][C:3]([O:5][CH2:6][CH3:7])=[O:4].[NH:8]([C:20]([O:22][CH2:23][C:24]1[CH:29]=[CH:28][CH:27]=[CH:26][CH:25]=1)=[O:21])[C@H:9]([C:11]([NH:13][C@H:14]([C:16]([NH:18][NH2:19])=[O:17])[CH3:15])=[O:12])[CH3:10].CN1CCOCC1.C(Cl)Cl. The catalyst is CN(C=O)C. The product is [NH:8]([C:20]([O:22][CH2:23][C:24]1[CH:25]=[CH:26][CH:27]=[CH:28][CH:29]=1)=[O:21])[C@H:9]([C:11]([NH:13][C@H:14]([C:16]([NH:18][NH:19][CH2:2][C:3]([O:5][CH2:6][CH3:7])=[O:4])=[O:17])[CH3:15])=[O:12])[CH3:10]. The yield is 0.360. (5) The reactants are [C:1]([O:5][C:6]([N:8]1[CH2:12][C@H:11]([N:13]=[N+]=[N-])[CH2:10][C@@H:9]1[CH2:16][OH:17])=[O:7])([CH3:4])([CH3:3])[CH3:2].[H][H]. The catalyst is [Pd].CO. The product is [C:1]([O:5][C:6]([N:8]1[CH2:12][C@H:11]([NH2:13])[CH2:10][C@@H:9]1[CH2:16][OH:17])=[O:7])([CH3:4])([CH3:3])[CH3:2]. The yield is 0.920. (6) The reactants are [CH3:1][O:2][C:3](=[O:12])[C:4]1[CH:9]=[C:8]([I:10])[CH:7]=[N:6][C:5]=1O.O=P(Cl)(Cl)[Cl:15]. No catalyst specified. The product is [CH3:1][O:2][C:3](=[O:12])[C:4]1[CH:9]=[C:8]([I:10])[CH:7]=[N:6][C:5]=1[Cl:15]. The yield is 0.850. (7) The reactants are C(OC([NH:11][C:12]1[C:13]([C:25]([NH:27][C:28]2[CH:29]=[N:30][CH:31]=[CH:32][C:33]=2[N:34]2[CH2:39][CH2:38][CH2:37][C@H:36]([NH:40]C(=O)OCC3C=CC=CC=3)[CH2:35]2)=[O:26])=[N:14][C:15]2[C:20]([CH:21]=1)=[CH:19][C:18]([F:22])=[C:17]([CH:23]=[CH2:24])[CH:16]=2)=O)C1C=CC=CC=1. The catalyst is CO.[Pd]. The product is [NH2:11][C:12]1[C:13]([C:25]([NH:27][C:28]2[CH:29]=[N:30][CH:31]=[CH:32][C:33]=2[N:34]2[CH2:39][CH2:38][CH2:37][C@H:36]([NH2:40])[CH2:35]2)=[O:26])=[N:14][C:15]2[C:20]([CH:21]=1)=[CH:19][C:18]([F:22])=[C:17]([CH2:23][CH3:24])[CH:16]=2. The yield is 0.140.